Predict the reactants needed to synthesize the given product. From a dataset of Full USPTO retrosynthesis dataset with 1.9M reactions from patents (1976-2016). Given the product [ClH:35].[NH2:27][C@@H:23]1[CH2:24][CH2:25][CH2:26][N:21]([C:3]2[C:2]([Br:1])=[CH:7][N:6]=[C:5]3[NH:8][CH:9]=[C:10]([NH:11][C:12]([C:14]4([C:17]([F:18])([F:19])[F:20])[CH2:16][CH2:15]4)=[O:13])[C:4]=23)[CH2:22]1, predict the reactants needed to synthesize it. The reactants are: [Br:1][C:2]1[C:3]([N:21]2[CH2:26][CH2:25][CH2:24][C@@H:23]([NH:27]C(=O)OC(C)(C)C)[CH2:22]2)=[C:4]2[C:10]([NH:11][C:12]([C:14]3([C:17]([F:20])([F:19])[F:18])[CH2:16][CH2:15]3)=[O:13])=[CH:9][NH:8][C:5]2=[N:6][CH:7]=1.[ClH:35].